From a dataset of Full USPTO retrosynthesis dataset with 1.9M reactions from patents (1976-2016). Predict the reactants needed to synthesize the given product. (1) Given the product [Cl:16][C:10]1[CH:9]=[C:8]2[C:13]([C:14]([OH:15])=[C:5]([C:3]([NH:18][C@@H:19]([CH3:20])[C:21]([OH:23])=[O:22])=[O:4])[C:6](=[O:17])[S:7]2)=[CH:12][CH:11]=1, predict the reactants needed to synthesize it. The reactants are: CO[C:3]([C:5]1[C:6](=[O:17])[S:7][C:8]2[C:13]([C:14]=1[OH:15])=[CH:12][CH:11]=[C:10]([Cl:16])[CH:9]=2)=[O:4].[NH2:18][C@H:19]([C:21]([OH:23])=[O:22])[CH3:20].C[O-].[Na+].Cl. (2) Given the product [F:1][C:2]([F:11])([F:12])[C:3]1[CH:4]=[C:5]([N:9]2[C:15](=[O:16])[CH2:14][C:13](=[O:20])[NH:10]2)[CH:6]=[CH:7][CH:8]=1, predict the reactants needed to synthesize it. The reactants are: [F:1][C:2]([F:12])([F:11])[C:3]1[CH:4]=[C:5]([NH:9][NH2:10])[CH:6]=[CH:7][CH:8]=1.[C:13](OCC)(=[O:20])[CH2:14][C:15](OCC)=[O:16].[O-]CC.[Na+]. (3) Given the product [CH3:56][C:57]1([CH3:61])[CH2:60][N:59]([C:49]([C:48]2[CH:47]=[CH:46][C:45]([C:44]3[N:39]4[N:38]=[C:37]([NH:36][C:34]([CH:31]5[CH2:33][CH2:32]5)=[O:35])[N:54]=[C:40]4[CH:41]=[CH:42][CH:43]=3)=[CH:53][CH:52]=2)=[O:50])[CH2:58]1, predict the reactants needed to synthesize it. The reactants are: CCN=C=NCCCN(C)C.C1C=CC2N(O)N=NC=2C=1.CCN(C(C)C)C(C)C.[CH:31]1([C:34]([NH:36][C:37]2[N:54]=[C:40]3[CH:41]=[CH:42][CH:43]=[C:44]([C:45]4[CH:53]=[CH:52][C:48]([C:49](O)=[O:50])=[CH:47][CH:46]=4)[N:39]3[N:38]=2)=[O:35])[CH2:33][CH2:32]1.Cl.[CH3:56][C:57]1([CH3:61])[CH2:60][NH:59][CH2:58]1. (4) Given the product [Cl:20][CH2:15][C:14]1[C:5]([S:2]([CH3:1])(=[O:4])=[O:3])=[N:6][C:7]2[C:12]([CH:13]=1)=[CH:11][C:10]([CH3:17])=[CH:9][CH:8]=2, predict the reactants needed to synthesize it. The reactants are: [CH3:1][S:2]([C:5]1[C:14]([CH2:15]O)=[CH:13][C:12]2[C:7](=[CH:8][CH:9]=[C:10]([CH3:17])[CH:11]=2)[N:6]=1)(=[O:4])=[O:3].O=S(Cl)[Cl:20].